This data is from Catalyst prediction with 721,799 reactions and 888 catalyst types from USPTO. The task is: Predict which catalyst facilitates the given reaction. (1) Reactant: [CH:1]([O:4][C:5]1[CH:13]=[CH:12][C:8]([C:9]([OH:11])=O)=[CH:7][C:6]=1[O:14][CH3:15])([CH3:3])[CH3:2].CN(C(ON1N=NC2C=CC=NC1=2)=[N+](C)C)C.F[P-](F)(F)(F)(F)F.CCN(CC)CC.[CH:47]([O:50][CH:51]1[C:65]2[C:60](=[CH:61][CH:62]=[CH:63][CH:64]=2)[O:59][C:53]2([CH2:58][CH2:57][NH:56][CH2:55][CH2:54]2)[CH2:52]1)([CH3:49])[CH3:48]. Product: [CH:1]([O:4][C:5]1[CH:13]=[CH:12][C:8]([C:9]([N:56]2[CH2:57][CH2:58][C:53]3([CH2:52][CH:51]([O:50][CH:47]([CH3:49])[CH3:48])[C:65]4[C:60](=[CH:61][CH:62]=[CH:63][CH:64]=4)[O:59]3)[CH2:54][CH2:55]2)=[O:11])=[CH:7][C:6]=1[O:14][CH3:15])([CH3:2])[CH3:3]. The catalyst class is: 3. (2) Reactant: [Cl:1][C:2]1[C:3]([C:9](=O)[CH2:10][NH:11][C:12](=[O:23])[C:13]2[CH:18]=[CH:17][CH:16]=[CH:15][C:14]=2[C:19]([F:22])([F:21])[F:20])=[N:4][CH:5]=[C:6]([Cl:8])[CH:7]=1.Cl.[C:26]([O:30][NH2:31])([CH3:29])([CH3:28])[CH3:27].N1C=CC=CC=1. Product: [Cl:1][C:2]1[C:3]([C:9](=[N:31][O:30][C:26]([CH3:29])([CH3:28])[CH3:27])[CH2:10][NH:11][C:12](=[O:23])[C:13]2[CH:18]=[CH:17][CH:16]=[CH:15][C:14]=2[C:19]([F:22])([F:21])[F:20])=[N:4][CH:5]=[C:6]([Cl:8])[CH:7]=1. The catalyst class is: 8. (3) Reactant: [C:1]([O:5][C:6](=[O:18])[NH:7][CH:8]([C:11]1[CH:16]=[CH:15][C:14]([OH:17])=[CH:13][CH:12]=1)[CH2:9][CH3:10])([CH3:4])([CH3:3])[CH3:2].FC(F)(F)S(O[CH2:25][C:26]([F:29])([F:28])[F:27])(=O)=O.C(=O)([O-])[O-].[K+].[K+]. Product: [C:1]([O:5][C:6](=[O:18])[NH:7][CH:8]([C:11]1[CH:16]=[CH:15][C:14]([O:17][CH2:25][C:26]([F:29])([F:28])[F:27])=[CH:13][CH:12]=1)[CH2:9][CH3:10])([CH3:2])([CH3:3])[CH3:4]. The catalyst class is: 9. (4) Reactant: [CH3:1][C:2]1[CH:24]=[C:23]([CH3:25])[CH:22]=[CH:21][C:3]=1[C:4]([C:6]1[CH:20]=[CH:19][CH:18]=[CH:17][C:7]=1[C:8]([N:10]([CH2:12][C:13]([O:15][CH3:16])=[O:14])[CH3:11])=[O:9])=O.C[O-].[Na+].Cl.CC1C=CC(S(O)(=O)=O)=CC=1. Product: [CH3:1][C:2]1[CH:24]=[C:23]([CH3:25])[CH:22]=[CH:21][C:3]=1[C:4]1[C:6]2[C:7](=[CH:17][CH:18]=[CH:19][CH:20]=2)[C:8](=[O:9])[N:10]([CH3:11])[C:12]=1[C:13]([O:15][CH3:16])=[O:14]. The catalyst class is: 442. (5) Reactant: C(OC([N:8]1[CH2:13][CH2:12][CH:11]([C:14]2[N:19]=[C:18]([C:20]([O:22][CH2:23][CH3:24])=[O:21])[CH:17]=[CH:16][CH:15]=2)[CH2:10][CH2:9]1)=O)(C)(C)C.[ClH:25]. Product: [Cl-:25].[CH2:23]([O:22][C:20]([C:18]1[N:19]=[C:14]([CH:11]2[CH2:12][CH2:13][NH2+:8][CH2:9][CH2:10]2)[CH:15]=[CH:16][CH:17]=1)=[O:21])[CH3:24]. The catalyst class is: 12.